This data is from NCI-60 drug combinations with 297,098 pairs across 59 cell lines. The task is: Regression. Given two drug SMILES strings and cell line genomic features, predict the synergy score measuring deviation from expected non-interaction effect. Drug 1: C1CN1C2=NC(=NC(=N2)N3CC3)N4CC4. Drug 2: CCN(CC)CCCC(C)NC1=C2C=C(C=CC2=NC3=C1C=CC(=C3)Cl)OC. Cell line: DU-145. Synergy scores: CSS=30.8, Synergy_ZIP=-7.15, Synergy_Bliss=-7.28, Synergy_Loewe=-23.7, Synergy_HSA=-5.97.